This data is from Forward reaction prediction with 1.9M reactions from USPTO patents (1976-2016). The task is: Predict the product of the given reaction. (1) Given the reactants [Cl:1][C:2]1[CH:7]=[C:6]([Cl:8])[N:5]=[CH:4][N:3]=1.[O:9]=[C:10]1[CH2:13][CH:12](C(O)=O)[CH2:11]1.C(#N)C.O.[OH-].N, predict the reaction product. The product is: [Cl:1][C:2]1[CH:7]=[C:6]([Cl:8])[N:5]=[C:4]([CH:12]2[CH2:13][C:10](=[O:9])[CH2:11]2)[N:3]=1. (2) Given the reactants [Cl:1][C:2]1[CH:3]=[CH:4][C:5]2[C:6]3[CH2:14][N:13]([CH3:15])[CH2:12][CH2:11][C:7]=3[NH:8][C:9]=2[CH:10]=1.[H-].[Na+].[O:18]1[CH2:20][CH:19]1[C:21]1[CH:26]=[CH:25][N:24]=[CH:23][CH:22]=1, predict the reaction product. The product is: [Cl:1][C:2]1[CH:3]=[CH:4][C:5]2[C:6]3[CH2:14][N:13]([CH3:15])[CH2:12][CH2:11][C:7]=3[N:8]([CH2:20][CH:19]([C:21]3[CH:26]=[CH:25][N:24]=[CH:23][CH:22]=3)[OH:18])[C:9]=2[CH:10]=1. (3) Given the reactants [C:1]([C:9]1[CH:17]=[CH:16][C:12]([C:13]([OH:15])=[O:14])=[CH:11][CH:10]=1)(=[O:8])[C:2]1[CH:7]=[CH:6][CH:5]=[CH:4][CH:3]=1.[C:18]1(C)C=CC=C[CH:19]=1.C1(C)C=CC(S(O)(=O)=O)=CC=1, predict the reaction product. The product is: [C:1]([C:9]1[CH:10]=[CH:11][C:12]([C:13]([O:15][CH2:18][CH3:19])=[O:14])=[CH:16][CH:17]=1)(=[O:8])[C:2]1[CH:3]=[CH:4][CH:5]=[CH:6][CH:7]=1. (4) Given the reactants [CH:1]1([C:4]2[N:5]=[C:6]3[C:12]([C:13]([NH:15][C@@H:16]([CH3:22])[C:17]([N:19]([CH3:21])[CH3:20])=[O:18])=[O:14])=[CH:11][N:10](COCC[Si](C)(C)C)[C:7]3=[N:8][CH:9]=2)[CH2:3][CH2:2]1.C1OCCOCCOCCOCCOCCOC1.[F-].[Cs+], predict the reaction product. The product is: [CH3:21][N:19]([CH3:20])[C:17]([C@@H:16]([NH:15][C:13]([C:12]1[C:6]2[C:7](=[N:8][CH:9]=[C:4]([CH:1]3[CH2:2][CH2:3]3)[N:5]=2)[NH:10][CH:11]=1)=[O:14])[CH3:22])=[O:18]. (5) Given the reactants [CH2:1]([O:3][C:4]([C:6]1([C:9]2[CH:14]=[CH:13][C:12]([C:15]3[CH:20]=[CH:19][C:18]([C:21](=[O:23])C)=[CH:17][CH:16]=3)=[CH:11][CH:10]=2)[CH2:8][CH2:7]1)=[O:5])[CH3:2].BrBr.[OH-].[Na+].Cl.S(S([O-])=O)([O-])(=O)=[O:30].[Na+].[Na+], predict the reaction product. The product is: [CH2:1]([O:3][C:4]([C:6]1([C:9]2[CH:14]=[CH:13][C:12]([C:15]3[CH:20]=[CH:19][C:18]([C:21]([OH:23])=[O:30])=[CH:17][CH:16]=3)=[CH:11][CH:10]=2)[CH2:8][CH2:7]1)=[O:5])[CH3:2].